This data is from NCI-60 drug combinations with 297,098 pairs across 59 cell lines. The task is: Regression. Given two drug SMILES strings and cell line genomic features, predict the synergy score measuring deviation from expected non-interaction effect. (1) Drug 1: COC1=CC(=CC(=C1O)OC)C2C3C(COC3=O)C(C4=CC5=C(C=C24)OCO5)OC6C(C(C7C(O6)COC(O7)C8=CC=CS8)O)O. Drug 2: C1CN1P(=S)(N2CC2)N3CC3. Cell line: MALME-3M. Synergy scores: CSS=30.4, Synergy_ZIP=-8.42, Synergy_Bliss=-2.34, Synergy_Loewe=-0.660, Synergy_HSA=-0.130. (2) Drug 1: CC(CN1CC(=O)NC(=O)C1)N2CC(=O)NC(=O)C2. Drug 2: C1=CN(C(=O)N=C1N)C2C(C(C(O2)CO)O)O.Cl. Cell line: A549. Synergy scores: CSS=58.5, Synergy_ZIP=-4.96, Synergy_Bliss=-5.05, Synergy_Loewe=-2.26, Synergy_HSA=2.71. (3) Drug 1: CC1=C2C(C(=O)C3(C(CC4C(C3C(C(C2(C)C)(CC1OC(=O)C(C(C5=CC=CC=C5)NC(=O)OC(C)(C)C)O)O)OC(=O)C6=CC=CC=C6)(CO4)OC(=O)C)OC)C)OC. Drug 2: CC1=C(C=C(C=C1)C(=O)NC2=CC(=CC(=C2)C(F)(F)F)N3C=C(N=C3)C)NC4=NC=CC(=N4)C5=CN=CC=C5. Cell line: K-562. Synergy scores: CSS=92.5, Synergy_ZIP=8.85, Synergy_Bliss=8.12, Synergy_Loewe=9.77, Synergy_HSA=12.2. (4) Drug 1: C(CC(=O)O)C(=O)CN.Cl. Drug 2: CC1C(C(CC(O1)OC2CC(CC3=C2C(=C4C(=C3O)C(=O)C5=CC=CC=C5C4=O)O)(C(=O)C)O)N)O. Cell line: OVCAR-4. Synergy scores: CSS=24.5, Synergy_ZIP=-2.64, Synergy_Bliss=-1.05, Synergy_Loewe=-26.3, Synergy_HSA=0.517. (5) Drug 1: CC(C)CN1C=NC2=C1C3=CC=CC=C3N=C2N. Drug 2: CC1CCCC2(C(O2)CC(NC(=O)CC(C(C(=O)C(C1O)C)(C)C)O)C(=CC3=CSC(=N3)C)C)C. Cell line: SK-OV-3. Synergy scores: CSS=42.1, Synergy_ZIP=2.02, Synergy_Bliss=1.33, Synergy_Loewe=-10.0, Synergy_HSA=1.36. (6) Synergy scores: CSS=15.6, Synergy_ZIP=-5.04, Synergy_Bliss=-2.77, Synergy_Loewe=-5.71, Synergy_HSA=-2.95. Cell line: MDA-MB-435. Drug 1: CCN(CC)CCNC(=O)C1=C(NC(=C1C)C=C2C3=C(C=CC(=C3)F)NC2=O)C. Drug 2: CCN(CC)CCCC(C)NC1=C2C=C(C=CC2=NC3=C1C=CC(=C3)Cl)OC. (7) Drug 1: CCCCC(=O)OCC(=O)C1(CC(C2=C(C1)C(=C3C(=C2O)C(=O)C4=C(C3=O)C=CC=C4OC)O)OC5CC(C(C(O5)C)O)NC(=O)C(F)(F)F)O. Drug 2: C1=NNC2=C1C(=O)NC=N2. Cell line: KM12. Synergy scores: CSS=41.1, Synergy_ZIP=-5.80, Synergy_Bliss=-11.5, Synergy_Loewe=-28.6, Synergy_HSA=-9.85. (8) Drug 1: CS(=O)(=O)C1=CC(=C(C=C1)C(=O)NC2=CC(=C(C=C2)Cl)C3=CC=CC=N3)Cl. Drug 2: CC1C(C(CC(O1)OC2CC(OC(C2O)C)OC3=CC4=CC5=C(C(=O)C(C(C5)C(C(=O)C(C(C)O)O)OC)OC6CC(C(C(O6)C)O)OC7CC(C(C(O7)C)O)OC8CC(C(C(O8)C)O)(C)O)C(=C4C(=C3C)O)O)O)O. Cell line: SK-OV-3. Synergy scores: CSS=12.3, Synergy_ZIP=14.4, Synergy_Bliss=19.7, Synergy_Loewe=19.2, Synergy_HSA=18.9.